From a dataset of Reaction yield outcomes from USPTO patents with 853,638 reactions. Predict the reaction yield, written as a fraction of the theoretical maximum amount of product (1.0 means a 100% yield; for example, 0.34 means a 34% yield). (1) The reactants are [Li+].[OH-].[CH3:3][NH:4][C:5]1[N:10]=[C:9]([CH2:11][CH2:12][O:13][C:14]2[CH:38]=[CH:37][C:17]3[CH2:18][C@@H:19]([CH2:32][C:33]([O:35]C)=[O:34])[C:20](=[O:31])[N:21]([CH2:23][CH2:24][C:25]4[CH:30]=[CH:29][CH:28]=[CH:27][CH:26]=4)[CH2:22][C:16]=3[CH:15]=2)[CH:8]=[CH:7][CH:6]=1. The catalyst is C1COCC1.O. The product is [CH3:3][NH:4][C:5]1[N:10]=[C:9]([CH2:11][CH2:12][O:13][C:14]2[CH:38]=[CH:37][C:17]3[CH2:18][C@@H:19]([CH2:32][C:33]([OH:35])=[O:34])[C:20](=[O:31])[N:21]([CH2:23][CH2:24][C:25]4[CH:30]=[CH:29][CH:28]=[CH:27][CH:26]=4)[CH2:22][C:16]=3[CH:15]=2)[CH:8]=[CH:7][CH:6]=1. The yield is 0.550. (2) The reactants are [OH:1][C@H:2]1[C@@H:6]([OH:7])[CH:5](OC)[O:4][C@@H:3]1[CH2:10][O:11]/[N:12]=[C:13]1\[NH:14][C@@H:15]([C:25]2[CH:30]=[CH:29][C:28]([F:31])=[CH:27][C:26]=2[C:32]2[CH:37]=[CH:36][CH:35]=[C:34]([O:38][CH3:39])[N:33]=2)[CH2:16][C:17]2[N:18]=[C:19]([NH2:24])[N:20]=[C:21]([CH3:23])[C:22]\1=2.[SiH](CC)(CC)CC.B(F)(F)F.CCOCC. The catalyst is C(Cl)Cl. The product is [OH:1][C@H:2]1[C@@H:6]([OH:7])[CH2:5][O:4][C@@H:3]1[CH2:10][O:11]/[N:12]=[C:13]1\[NH:14][C@@H:15]([C:25]2[CH:30]=[CH:29][C:28]([F:31])=[CH:27][C:26]=2[C:32]2[CH:37]=[CH:36][CH:35]=[C:34]([O:38][CH3:39])[N:33]=2)[CH2:16][C:17]2[N:18]=[C:19]([NH2:24])[N:20]=[C:21]([CH3:23])[C:22]\1=2. The yield is 0.300. (3) The reactants are [OH:1][C:2]1[N:6]([C:7]2[CH:12]=[C:11]([C:13]#[N:14])[CH:10]=[CH:9][N:8]=2)[N:5]=[CH:4][CH:3]=1.[CH3:15][N:16]1[C:24]2[C:19](=[CH:20][CH:21]=[C:22]([CH2:25]O)[CH:23]=2)[CH:18]=[N:17]1. No catalyst specified. The product is [CH3:15][N:16]1[C:24]2[C:19](=[CH:20][CH:21]=[C:22]([CH2:25][O:1][C:2]3[N:6]([C:7]4[CH:12]=[C:11]([C:13]#[N:14])[CH:10]=[CH:9][N:8]=4)[N:5]=[CH:4][CH:3]=3)[CH:23]=2)[CH:18]=[N:17]1. The yield is 0.110. (4) The reactants are [N+:1]([CH2:3][C:4]([O:6]C)=O)#[C-:2].[NH:8]1[CH:12]=[CH:11][CH2:10][CH2:9]1. No catalyst specified. The product is [N+:1]([CH2:3][C:4]([N:8]1[CH2:12][CH:11]=[CH:10][CH2:9]1)=[O:6])#[C-:2]. The yield is 0.730.